This data is from Reaction yield outcomes from USPTO patents with 853,638 reactions. The task is: Predict the reaction yield, written as a fraction of the theoretical maximum amount of product (1.0 means a 100% yield; for example, 0.34 means a 34% yield). (1) The reactants are [Br:1][C:2]1[CH:3]=[CH:4][C:5]([NH:8][CH2:9][C@@H:10]2[CH2:15][CH2:14][C@H:13]([CH3:16])[CH2:12][N:11]2C(OC(C)(C)C)=O)=[N:6][CH:7]=1.C(O)(C(F)(F)F)=O. The catalyst is C(Cl)Cl. The product is [Br:1][C:2]1[CH:3]=[CH:4][C:5]([NH:8][CH2:9][C@@H:10]2[CH2:15][CH2:14][C@H:13]([CH3:16])[CH2:12][NH:11]2)=[N:6][CH:7]=1. The yield is 1.00. (2) The reactants are [F:1][C:2]([F:30])([O:6][C:7]1[CH:8]=[C:9]([CH2:13][N:14]([CH2:23][CH:24]([OH:29])[C:25]([F:28])([F:27])[F:26])[C:15]2[CH:16]=[C:17]([CH:20]=[CH:21][CH:22]=2)[C:18]#[N:19])[CH:10]=[CH:11][CH:12]=1)[CH:3]([F:5])[F:4].C[Sn]([N:35]=[N+:36]=[N-:37])(C)C.C1COCC1.Cl. The catalyst is C1(C)C=CC=CC=1. The product is [F:1][C:2]([F:30])([O:6][C:7]1[CH:8]=[C:9]([CH2:13][N:14]([C:15]2[CH:22]=[CH:21][CH:20]=[C:17]([C:18]3[NH:37][N:36]=[N:35][N:19]=3)[CH:16]=2)[CH2:23][CH:24]([OH:29])[C:25]([F:27])([F:28])[F:26])[CH:10]=[CH:11][CH:12]=1)[CH:3]([F:5])[F:4]. The yield is 0.330. (3) The reactants are [F:1][C:2]1[CH:7]=[CH:6][CH:5]=[CH:4][C:3]=1[C:8]1[C:16]2[O:15][CH:14]([CH2:17][NH2:18])[CH2:13][C:12]=2[CH:11]=[CH:10][CH:9]=1.C(N(C(C)C)CC)(C)C.Cl[C:29]([O:31][CH2:32][C:33]1[CH:38]=[CH:37][CH:36]=[CH:35][CH:34]=1)=[O:30].C1(C2C3OC(CNC(=O)OCC4C=CC=CC=4)CC=3C=CC=2)CCCC1. No catalyst specified. The product is [CH2:32]([O:31][C:29](=[O:30])[NH:18][CH2:17][CH:14]1[CH2:13][C:12]2[CH:11]=[CH:10][CH:9]=[C:8]([C:3]3[CH:4]=[CH:5][CH:6]=[CH:7][C:2]=3[F:1])[C:16]=2[O:15]1)[C:33]1[CH:38]=[CH:37][CH:36]=[CH:35][CH:34]=1. The yield is 0.840. (4) The reactants are [CH:1]1[C:10]2[C:5](=[CH:6][CH:7]=[CH:8][CH:9]=2)[CH:4]=[CH:3][C:2]=1[C:11]([NH:13][CH2:14][CH2:15][CH2:16][CH2:17][CH2:18][C:19]([OH:21])=O)=[O:12].C(N1C=CN=C1)(N1C=CN=C1)=O.[NH2:34][OH:35].Cl.NO. The catalyst is O1CCCC1.CN(C)C=O.C(N(CC)CC)C. The product is [OH:35][NH:34][C:19]([CH2:18][CH2:17][CH2:16][CH2:15][CH2:14][NH:13][C:11]([C:2]1[CH:3]=[CH:4][C:5]2[C:10](=[CH:9][CH:8]=[CH:7][CH:6]=2)[CH:1]=1)=[O:12])=[O:21]. The yield is 0.400. (5) The reactants are [Cl-].O[NH3+:3].[C:4](=[O:7])([O-])[OH:5].[Na+].CS(C)=O.[OH:13][CH:14]([CH2:44][CH3:45])[CH2:15][N:16]1[C:21](=[O:22])[C:20]([CH2:23][C:24]2[CH:29]=[CH:28][C:27]([C:30]3[C:31]([C:36]#[N:37])=[CH:32][CH:33]=[CH:34][CH:35]=3)=[CH:26][CH:25]=2)=[C:19]([CH2:38][CH2:39][CH3:40])[N:18]2[N:41]=[CH:42][N:43]=[C:17]12. The catalyst is C(OCC)(=O)C. The product is [OH:13][CH:14]([CH2:44][CH3:45])[CH2:15][N:16]1[C:21](=[O:22])[C:20]([CH2:23][C:24]2[CH:25]=[CH:26][C:27]([C:30]3[CH:35]=[CH:34][CH:33]=[CH:32][C:31]=3[C:36]3[NH:3][C:4](=[O:7])[O:5][N:37]=3)=[CH:28][CH:29]=2)=[C:19]([CH2:38][CH2:39][CH3:40])[N:18]2[N:41]=[CH:42][N:43]=[C:17]12. The yield is 0.540.